The task is: Predict the reactants needed to synthesize the given product.. This data is from Full USPTO retrosynthesis dataset with 1.9M reactions from patents (1976-2016). (1) Given the product [F:3][C:4]1[CH:9]=[CH:8][C:7]([C:10]2[CH:11]=[N:12][N:13]([CH3:17])[C:14]=2/[CH:15]=[CH:26]/[C:27]([OH:29])=[O:28])=[CH:6][CH:5]=1, predict the reactants needed to synthesize it. The reactants are: [H-].[Na+].[F:3][C:4]1[CH:9]=[CH:8][C:7]([C:10]2[CH:11]=[N:12][N:13]([CH3:17])[C:14]=2[CH:15]=O)=[CH:6][CH:5]=1.C(OP([CH2:26][C:27]([O:29]CC)=[O:28])(OCC)=O)C.Cl. (2) Given the product [CH3:1][C:2]1([CH3:31])[CH2:3][O:4][C:5]([CH2:14][S:15][C@@H:16]([C:17](=[O:18])[N:19]2[C@@H:23]([C:24]3[CH:25]=[CH:26][CH:27]=[CH:28][CH:29]=3)[CH2:22][O:21][C:20]2=[O:30])[C@H:40]([C:41]2[CH:55]=[CH:54][C:44]([O:45][CH2:46][C:47]([O:49][C:50]([CH3:51])([CH3:52])[CH3:53])=[O:48])=[CH:43][CH:42]=2)[NH:39][C:36]2[CH:35]=[CH:34][C:33]([F:32])=[CH:38][CH:37]=2)([C:8]2[CH:13]=[CH:12][CH:11]=[CH:10][CH:9]=2)[O:6][CH2:7]1, predict the reactants needed to synthesize it. The reactants are: [CH3:1][C:2]1([CH3:31])[CH2:7][O:6][C:5]([CH2:14][S:15][CH2:16][C:17]([N:19]2[C@@H:23]([C:24]3[CH:29]=[CH:28][CH:27]=[CH:26][CH:25]=3)[CH2:22][O:21][C:20]2=[O:30])=[O:18])([C:8]2[CH:13]=[CH:12][CH:11]=[CH:10][CH:9]=2)[O:4][CH2:3]1.[F:32][C:33]1[CH:38]=[CH:37][C:36]([N:39]=[CH:40][C:41]2[CH:55]=[CH:54][C:44]([O:45][CH2:46][C:47]([O:49][C:50]([CH3:53])([CH3:52])[CH3:51])=[O:48])=[CH:43][CH:42]=2)=[CH:35][CH:34]=1.C(N(C(C)C)C(C)C)C.C(O)(C)C.